Dataset: Catalyst prediction with 721,799 reactions and 888 catalyst types from USPTO. Task: Predict which catalyst facilitates the given reaction. Reactant: [CH:1]([CH:3]1[CH2:6][N:5]([C:7]([O:9][C:10]([CH3:13])([CH3:12])[CH3:11])=[O:8])[CH2:4]1)=[O:2].C[Si](C)(C)[C:16]([F:19])([F:18])[F:17].[F-].C([N+](CCCC)(CCCC)CCCC)CCC.Cl. Product: [F:17][C:16]([F:19])([F:18])[CH:1]([CH:3]1[CH2:6][N:5]([C:7]([O:9][C:10]([CH3:13])([CH3:12])[CH3:11])=[O:8])[CH2:4]1)[OH:2]. The catalyst class is: 305.